The task is: Predict the reactants needed to synthesize the given product.. This data is from Full USPTO retrosynthesis dataset with 1.9M reactions from patents (1976-2016). (1) Given the product [CH:6]1([NH:9][C:10](=[O:32])[C:11]2[CH:16]=[CH:15][C:14]([CH3:17])=[C:13]([N:18]3[CH:23]=[CH:22][N:21]=[C:20]([S:40][C:1]4[CH:3]=[CH:46][CH:45]=[CH:44][CH:2]=4)[C:19]3=[O:31])[CH:12]=2)[CH2:7][CH2:8]1, predict the reactants needed to synthesize it. The reactants are: [CH:1]([Mg]Cl)([CH3:3])[CH3:2].[CH:6]1([NH:9][C:10](=[O:32])[C:11]2[CH:16]=[CH:15][C:14]([CH3:17])=[C:13]([N:18]3[CH:23]=[CH:22][N:21]=[C:20](OC4C=CC=CC=4)[C:19]3=[O:31])[CH:12]=2)[CH2:8][CH2:7]1.C1C=CC(C[SH:40])=CC=1.[NH4+].[Cl-].O1C[CH2:46][CH2:45][CH2:44]1. (2) Given the product [C:1]1([S:7]([NH:11][C:12]2[CH:13]=[C:14]([C:18]3[N:22]([CH3:23])[N:21]=[C:20]([NH:24][C:25](=[O:27])[CH3:26])[CH:19]=3)[CH:15]=[N:16][CH:17]=2)(=[O:9])=[O:8])[CH:6]=[CH:5][CH:4]=[CH:3][CH:2]=1, predict the reactants needed to synthesize it. The reactants are: [C:1]1([S:7](Cl)(=[O:9])=[O:8])[CH:6]=[CH:5][CH:4]=[CH:3][CH:2]=1.[NH2:11][C:12]1[CH:13]=[C:14]([C:18]2[N:22]([CH3:23])[N:21]=[C:20]([NH:24][C:25](=[O:27])[CH3:26])[CH:19]=2)[CH:15]=[N:16][CH:17]=1. (3) Given the product [Br:1][C:2]1[CH:10]=[CH:9][CH:8]=[C:7]([Cl:11])[C:3]=1[C:4]1[O:6][N:21]=[C:18]([CH3:19])[N:20]=1, predict the reactants needed to synthesize it. The reactants are: [Br:1][C:2]1[CH:10]=[CH:9][CH:8]=[C:7]([Cl:11])[C:3]=1[C:4]([OH:6])=O.C(Cl)(=O)C(Cl)=O.[C:18](=[N:21]O)([NH2:20])[CH3:19].